Dataset: HIV replication inhibition screening data with 41,000+ compounds from the AIDS Antiviral Screen. Task: Binary Classification. Given a drug SMILES string, predict its activity (active/inactive) in a high-throughput screening assay against a specified biological target. (1) The compound is [O-][n+]1c(-c2ccccc2)c2nc3ccccc3nc2c2ccccc21. The result is 0 (inactive). (2) The drug is [O-][Cl+3]([O-])([O-])O.c1ccc(-c2[o+]c(-c3ccccc3)c(-c3ccccc3)c(-c3ccccc3)c2-c2ccccc2)cc1. The result is 0 (inactive).